Dataset: Forward reaction prediction with 1.9M reactions from USPTO patents (1976-2016). Task: Predict the product of the given reaction. (1) The product is: [Cl:29][C:30]1[CH:37]=[C:36]([C:38]2[C:42]([CH3:43])=[N:41][N:40]([CH2:27][C:23]3[S:22][C:21]([CH3:20])=[N:25][C:24]=3[CH3:26])[C:39]=2[CH3:44])[CH:35]=[CH:34][C:31]=1[C:32]#[N:33]. Given the reactants C1(P(C2C=CC=CC=2)C2C=CC=CC=2)C=CC=CC=1.[CH3:20][C:21]1[S:22][C:23]([CH2:27]O)=[C:24]([CH3:26])[N:25]=1.[Cl:29][C:30]1[CH:37]=[C:36]([C:38]2[C:39]([CH3:44])=[N:40][NH:41][C:42]=2[CH3:43])[CH:35]=[CH:34][C:31]=1[C:32]#[N:33].N(C(OC(C)(C)C)=O)=NC(OC(C)(C)C)=O, predict the reaction product. (2) Given the reactants [NH2:1][CH:2]=[C:3]([C:8]1[N:9]([CH2:17][C:18]2[CH:23]=[CH:22][C:21]([O:24][CH3:25])=[CH:20][CH:19]=2)[CH:10]=[CH:11][C:12]=1[C:13]([O:15]C)=O)[C:4]([O:6][CH3:7])=[O:5].C(O[Na])(C)(C)C, predict the reaction product. The product is: [CH3:25][O:24][C:21]1[CH:20]=[CH:19][C:18]([CH2:17][N:9]2[C:8]3[C:3]([C:4]([O:6][CH3:7])=[O:5])=[CH:2][NH:1][C:13](=[O:15])[C:12]=3[CH:11]=[CH:10]2)=[CH:23][CH:22]=1. (3) Given the reactants [F:1][C:2]([F:39])([F:38])[C:3]1[CH:4]=[C:5]([CH:31]=[C:32]([C:34]([F:37])([F:36])[F:35])[CH:33]=1)[CH2:6][N:7]([C:24]1[N:29]=[CH:28][C:27](Br)=[CH:26][N:25]=1)[CH2:8][C:9]1[C:10]([N:16]([CH2:20][CH:21]2[CH2:23][CH2:22]2)[CH2:17][CH2:18][CH3:19])=[N:11][CH:12]=[C:13]([Cl:15])[CH:14]=1.CC(C)([O-])C.[Na+].C(P(C(C)(C)C)C1C=CC=CC=1C1C=CC=CC=1)(C)(C)C.[NH:67]1[CH2:72][CH2:71][O:70][CH2:69][CH2:68]1, predict the reaction product. The product is: [F:1][C:2]([F:39])([F:38])[C:3]1[CH:4]=[C:5]([CH:31]=[C:32]([C:34]([F:37])([F:36])[F:35])[CH:33]=1)[CH2:6][N:7]([CH2:8][C:9]1[C:10]([N:16]([CH2:20][CH:21]2[CH2:23][CH2:22]2)[CH2:17][CH2:18][CH3:19])=[N:11][CH:12]=[C:13]([Cl:15])[CH:14]=1)[C:24]1[N:29]=[CH:28][C:27]([N:67]2[CH2:72][CH2:71][O:70][CH2:69][CH2:68]2)=[CH:26][N:25]=1. (4) Given the reactants [OH:1][C@H:2]([C@H:10]1[O:15][CH2:14][CH2:13][NH:12][C:11]1=[O:16])[C:3]([O:5][C:6]([CH3:9])([CH3:8])[CH3:7])=[O:4].I[C:18]1[CH:23]=[CH:22][C:21]([CH3:24])=[CH:20][CH:19]=1.P([O-])([O-])([O-])=O.[K+].[K+].[K+].CNC1CCCCC1NC, predict the reaction product. The product is: [OH:1][C@H:2]([C@H:10]1[O:15][CH2:14][CH2:13][N:12]([C:18]2[CH:23]=[CH:22][C:21]([CH3:24])=[CH:20][CH:19]=2)[C:11]1=[O:16])[C:3]([O:5][C:6]([CH3:9])([CH3:7])[CH3:8])=[O:4]. (5) Given the reactants Cl[C:2]1[CH:7]=[N:6][CH:5]=[C:4]([C:8]2[CH:17]=[CH:16][C:15]3[C:10](=[CH:11][CH:12]=[CH:13][CH:14]=3)[CH:9]=2)[N:3]=1.CCN(C(C)C)C(C)C.[NH2:27][CH2:28][CH:29]1[CH2:34][CH2:33][NH:32][CH2:31][CH2:30]1.O, predict the reaction product. The product is: [CH:9]1[C:10]2[C:15](=[CH:14][CH:13]=[CH:12][CH:11]=2)[CH:16]=[CH:17][C:8]=1[C:4]1[N:3]=[C:2]([N:32]2[CH2:33][CH2:34][CH:29]([CH2:28][NH2:27])[CH2:30][CH2:31]2)[CH:7]=[N:6][CH:5]=1. (6) Given the reactants [C:1](Cl)(=[O:12])[O:2][C:3]1[CH:8]=[CH:7][C:6]([N+:9]([O-:11])=[O:10])=[CH:5][CH:4]=1.[O:14]=[C:15]([N:27]1[CH2:32][CH2:31][NH:30][CH2:29][CH2:28]1)[CH2:16][N:17]1[C:21](=[O:22])[C:20]2[CH:23]=[CH:24][CH:25]=[CH:26][C:19]=2[S:18]1, predict the reaction product. The product is: [O:22]=[C:21]1[C:20]2[CH:23]=[CH:24][CH:25]=[CH:26][C:19]=2[S:18][N:17]1[CH2:16][C:15]([N:27]1[CH2:28][CH2:29][N:30]([C:1]([O:2][C:3]2[CH:8]=[CH:7][C:6]([N+:9]([O-:11])=[O:10])=[CH:5][CH:4]=2)=[O:12])[CH2:31][CH2:32]1)=[O:14]. (7) Given the reactants [Br:1][C:2]1[CH:3]=[CH:4][C:5]2[O:11][CH2:10][CH:9]3[CH2:12][N:13]([C:16]([O:18][C:19]([CH3:22])([CH3:21])[CH3:20])=[O:17])[CH2:14][CH2:15][N:8]3[C:7](=O)[C:6]=2[CH:24]=1.B.O1CCCC1.CO.[OH-].[Na+], predict the reaction product. The product is: [Br:1][C:2]1[CH:3]=[CH:4][C:5]2[O:11][CH2:10][CH:9]3[CH2:12][N:13]([C:16]([O:18][C:19]([CH3:21])([CH3:20])[CH3:22])=[O:17])[CH2:14][CH2:15][N:8]3[CH2:7][C:6]=2[CH:24]=1. (8) Given the reactants [Cl:1][C:2]1[C:11]2[N:10]([CH3:12])[O:9][C@H:8]3[NH:13][C@H:14]([C:16]([O:18][C@@H:19]4[C@:28]5([OH:29])[C@H:23]([C@H:24]([C:31]([CH3:33])=[CH2:32])[CH2:25][CH2:26][C@H:27]5[CH3:30])[CH:22]=[C:21]([CH3:34])[C@H:20]4[OH:35])=[O:17])[CH2:15][C@@:7]3([OH:36])[C:6]=2[CH:5]=[CH:4][CH:3]=1.[C:37]([O:40][CH2:41][C:42](O)=[O:43])(=[O:39])[CH3:38].Cl.CN(C)CCCN=C=NCC, predict the reaction product. The product is: [Cl:1][C:2]1[C:11]2[N:10]([CH3:12])[O:9][C@H:8]3[NH:13][C@H:14]([C:16]([O:18][C@@H:19]4[C@:28]5([OH:29])[C@H:23]([C@H:24]([C:31]([CH3:33])=[CH2:32])[CH2:25][CH2:26][C@H:27]5[CH3:30])[CH:22]=[C:21]([CH3:34])[C@H:20]4[O:35][C:42](=[O:43])[CH2:41][O:40][C:37](=[O:39])[CH3:38])=[O:17])[CH2:15][C@@:7]3([OH:36])[C:6]=2[CH:5]=[CH:4][CH:3]=1. (9) Given the reactants C([O:8][C:9]1[C:10]([CH3:27])=[C:11]([CH3:26])[C:12]([NH:16][C:17]2[CH:22]=[CH:21][CH:20]=[CH:19][C:18]=2[CH:23]([CH3:25])[CH3:24])=[N:13][C:14]=1[CH3:15])C1C=CC=CC=1, predict the reaction product. The product is: [CH:23]([C:18]1[CH:19]=[CH:20][CH:21]=[CH:22][C:17]=1[NH:16][C:12]1[N:13]=[C:14]([CH3:15])[C:9]([OH:8])=[C:10]([CH3:27])[C:11]=1[CH3:26])([CH3:25])[CH3:24].